This data is from Peptide-MHC class II binding affinity with 134,281 pairs from IEDB. The task is: Regression. Given a peptide amino acid sequence and an MHC pseudo amino acid sequence, predict their binding affinity value. This is MHC class II binding data. (1) The peptide sequence is CELQIVDKIDAAFKI. The MHC is DRB1_0401 with pseudo-sequence DRB1_0401. The binding affinity (normalized) is 0.476. (2) The peptide sequence is IIPDGYKLIDNSLIL. The MHC is DRB1_0701 with pseudo-sequence DRB1_0701. The binding affinity (normalized) is 0.851. (3) The peptide sequence is EKMFVSPTPGQRNPY. The MHC is DRB1_1101 with pseudo-sequence DRB1_1101. The binding affinity (normalized) is 0.428. (4) The peptide sequence is ASLTEALRVIAGALE. The MHC is HLA-DQA10201-DQB10202 with pseudo-sequence HLA-DQA10201-DQB10202. The binding affinity (normalized) is 0.197. (5) The MHC is HLA-DQA10102-DQB10602 with pseudo-sequence HLA-DQA10102-DQB10602. The binding affinity (normalized) is 0.386. The peptide sequence is TDDNEEPIAPYHFDLSGHAF. (6) The peptide sequence is RVWITNNPHMQDKTM. The MHC is DRB1_1101 with pseudo-sequence DRB1_1101. The binding affinity (normalized) is 0.592. (7) The peptide sequence is PPHAATIRVLALGNQ. The MHC is HLA-DQA10102-DQB10501 with pseudo-sequence HLA-DQA10102-DQB10501. The binding affinity (normalized) is 0.559. (8) The peptide sequence is AAPEAARSLASSLPG. The MHC is DRB1_1201 with pseudo-sequence DRB1_1201. The binding affinity (normalized) is 0.0819.